This data is from Full USPTO retrosynthesis dataset with 1.9M reactions from patents (1976-2016). The task is: Predict the reactants needed to synthesize the given product. (1) Given the product [ClH:7].[NH:29]([C:27]([CH2:26][C:23]1[CH:22]=[CH:21][C:20]([CH2:19][CH2:18][C:15]2[CH:14]=[CH:13][C:12]([NH:11][C:8](=[O:10])[CH3:9])=[CH:17][CH:16]=2)=[CH:25][CH:24]=1)=[O:28])[NH2:30], predict the reactants needed to synthesize it. The reactants are: O1CCOCC1.[ClH:7].[C:8]([NH:11][C:12]1[CH:17]=[CH:16][C:15]([CH2:18][CH2:19][C:20]2[CH:25]=[CH:24][C:23]([CH2:26][C:27]([NH:29][NH:30]C(OC(C)(C)C)=O)=[O:28])=[CH:22][CH:21]=2)=[CH:14][CH:13]=1)(=[O:10])[CH3:9]. (2) Given the product [C:6](=[O:7])([O:8][C@H:9]1[CH2:10][CH2:11][C@@H:12]([NH:15][C:16]2[N:24]=[C:23]3[C:19]([NH:20][C:21](=[O:33])[N:22]3[C:25]3[CH:30]=[CH:29][CH:28]=[CH:27][C:26]=3[O:31][CH3:32])=[C:18]([C:34](=[O:36])[NH2:39])[N:17]=2)[CH2:13][CH2:14]1)[NH2:1], predict the reactants needed to synthesize it. The reactants are: [N:1]1([C:6]([O:8][C@@H:9]2[CH2:14][CH2:13][C@H:12]([NH:15][C:16]3[N:24]=[C:23]4[C:19]([NH:20][C:21](=[O:33])[N:22]4[C:25]4[CH:30]=[CH:29][CH:28]=[CH:27][C:26]=4[O:31][CH3:32])=[C:18]([C:34]([O:36]CC)=O)[N:17]=3)[CH2:11][CH2:10]2)=[O:7])C=CN=C1.[NH2:39]C1C(C(OCC)=O)=NC(N[C@H]2CC[C@@H](O)CC2)=NC=1NC1C=CC=CC=1OC. (3) Given the product [Cl:1][CH2:2][CH2:3][O:4][C:5]1[CH:6]=[C:7]([C:11]2[C:12](=[O:16])[C:13]([C:14]#[N:15])=[CH:20][N:18]([CH2:17][C:32]3[CH:29]=[CH:28][C:27]([O:26][CH3:25])=[C:34]([O:35][CH3:36])[CH:33]=3)[CH:19]=2)[CH:8]=[CH:9][CH:10]=1, predict the reactants needed to synthesize it. The reactants are: [Cl:1][CH2:2][CH2:3][O:4][C:5]1[CH:6]=[C:7]([CH2:11][C:12](=[O:16])[CH2:13][C:14]#[N:15])[CH:8]=[CH:9][CH:10]=1.[CH3:17][N:18]([CH:20](OC)OC)[CH3:19].[CH3:25][O:26][C:27]1[CH:28]=[C:29]([CH:32]=[CH:33][C:34]=1[O:35][CH3:36])CN. (4) Given the product [CH3:8][C:9]1[CH:14]=[C:13]([CH3:15])[C:12]([S:16][CH2:17][C:18]([F:21])([F:20])[F:19])=[CH:11][C:10]=1[OH:35], predict the reactants needed to synthesize it. The reactants are: C1(C)C=CC=CC=1.[CH3:8][C:9]1[CH:14]=[C:13]([CH3:15])[C:12]([S:16][CH2:17][C:18]([F:21])([F:20])[F:19])=[CH:11][C:10]=1B1OC(C)(C)C(C)(C)O1.C[N+]1([O-])CC[O:35]CC1.CCCCCC. (5) Given the product [ClH:19].[C:1]([O:4][CH2:5][C@@H:6]([CH2:8][C:9]1[CH:14]=[CH:13][CH:12]=[CH:11][CH:10]=1)[NH2:7])(=[O:3])[NH2:2].[C:1]([O:4][CH2:5][C@@H:6]([CH2:8][C:9]1[CH:14]=[CH:13][CH:12]=[CH:11][CH:10]=1)[NH2:7])(=[O:3])[NH2:2], predict the reactants needed to synthesize it. The reactants are: [C:1]([O:4][CH2:5][C@@H:6]([CH2:8][C:9]1[CH:14]=[CH:13][CH:12]=[CH:11][CH:10]=1)[NH2:7])(=[O:3])[NH2:2].CC(C)=O.[ClH:19]. (6) The reactants are: [CH2:1]1[C:6]2[C:7]([OH:33])=[CH:8][C:9]([OH:32])=[C:10]([C@@H:1]3[C:6]4[C:5](=[CH:10][C:9]([OH:32])=[CH:8][C:7]=4[OH:33])[O:4][C@H:3]([C:34]4[CH:39]=[CH:38][C:37]([OH:40])=[C:36]([OH:41])[CH:35]=4)[C@H:2]3[OH:42])[C:5]=2[O:4][C@H:3]([C:34]2[CH:39]=[CH:38][C:37]([OH:40])=[C:36]([OH:41])[CH:35]=2)[C@@H:2]1[OH:42].CO. Given the product [CH:39]1[C:34]([C@H:3]2[O:4][C:5]3[CH:10]=[C:9]([OH:32])[CH:8]=[C:7]([OH:33])[C:6]=3[CH2:1][C@H:2]2[OH:42])=[CH:35][C:36]([OH:41])=[C:37]([OH:40])[CH:38]=1.[CH2:1]1[C:6]2[C:5](=[CH:10][C:9]([OH:32])=[CH:8][C:7]=2[OH:33])[O:4][C@H:3]([C:34]2[CH:39]=[CH:38][C:37]([OH:40])=[C:36]([OH:41])[CH:35]=2)[C@H:2]1[OH:42], predict the reactants needed to synthesize it.